From a dataset of Reaction yield outcomes from USPTO patents with 853,638 reactions. Predict the reaction yield, written as a fraction of the theoretical maximum amount of product (1.0 means a 100% yield; for example, 0.34 means a 34% yield). (1) The reactants are I[CH2:2][CH2:3][CH2:4][CH2:5][CH2:6][CH2:7][CH2:8][CH2:9][CH2:10][CH3:11].[C:12]1([Mg]Br)[CH:17]=[CH:16][CH:15]=[CH:14][CH:13]=1.N1C=CN=CC=1. The catalyst is C1COCC1. The product is [CH2:2]([C:12]1[CH:17]=[CH:16][CH:15]=[CH:14][CH:13]=1)[CH2:3][CH2:4][CH2:5][CH2:6][CH2:7][CH2:8][CH2:9][CH2:10][CH3:11]. The yield is 0.710. (2) The reactants are [F:1][C:2]1[C:3]([C:23]2[N:27]=[CH:26][N:25](C3CCCCO3)[N:24]=2)=[CH:4][C:5]([CH3:22])=[C:6]([C:8]2[N:13]=[C:12]3[N:14]([CH:19]([CH3:21])[CH3:20])[C:15](=[O:18])[CH2:16][NH:17][C:11]3=[N:10][CH:9]=2)[CH:7]=1. The catalyst is Cl.C(=O)(O)[O-].[Na+]. The product is [F:1][C:2]1[C:3]([C:23]2[N:27]=[CH:26][NH:25][N:24]=2)=[CH:4][C:5]([CH3:22])=[C:6]([C:8]2[N:13]=[C:12]3[N:14]([CH:19]([CH3:21])[CH3:20])[C:15](=[O:18])[CH2:16][NH:17][C:11]3=[N:10][CH:9]=2)[CH:7]=1. The yield is 0.460. (3) The reactants are [CH3:1][C:2]1[C:7]([CH3:8])=[C:6]([CH2:9][C:10]2[CH:11]=[N:12][CH:13]=[CH:14][CH:15]=2)[N:5]=[N:4][C:3]=1[N:16]1[CH2:21][CH2:20][NH:19][C@H:18]([CH3:22])[CH2:17]1.[CH3:23][O:24][C:25]([C:27]1[CH:32]=[N:31][C:30](Cl)=[CH:29][N:28]=1)=[O:26].C(N(CC)CC)C. The catalyst is CN1C(=O)CCC1. The product is [CH3:23][O:24][C:25]([C:27]1[N:28]=[CH:29][C:30]([N:19]2[CH2:20][CH2:21][N:16]([C:3]3[N:4]=[N:5][C:6]([CH2:9][C:10]4[CH:11]=[N:12][CH:13]=[CH:14][CH:15]=4)=[C:7]([CH3:8])[C:2]=3[CH3:1])[CH2:17][C@H:18]2[CH3:22])=[N:31][CH:32]=1)=[O:26]. The yield is 0.0600. (4) The reactants are [CH3:1][O:2][C:3]1[CH:8]=[CH:7][C:6](B(O)O)=[CH:5][CH:4]=1.[Cl:12][C:13]1[N:18]=[C:17](Cl)[CH:16]=[CH:15][N:14]=1.C([O-])([O-])=O.[Na+].[Na+]. The catalyst is C(#N)C.C1C=CC([P]([Pd]([P](C2C=CC=CC=2)(C2C=CC=CC=2)C2C=CC=CC=2)([P](C2C=CC=CC=2)(C2C=CC=CC=2)C2C=CC=CC=2)[P](C2C=CC=CC=2)(C2C=CC=CC=2)C2C=CC=CC=2)(C2C=CC=CC=2)C2C=CC=CC=2)=CC=1. The product is [Cl:12][C:13]1[N:18]=[C:17]([C:6]2[CH:7]=[CH:8][C:3]([O:2][CH3:1])=[CH:4][CH:5]=2)[CH:16]=[CH:15][N:14]=1. The yield is 0.970. (5) The product is [OH:12][CH2:13][CH2:14][N:15]1[C:19]([NH:20][C:21]([NH:23][C:24]2[CH:29]=[CH:28][CH:27]=[C:26]([Cl:30])[C:25]=2[Cl:31])=[O:22])=[CH:18][C:17]([C:32]([CH3:35])([CH3:34])[CH3:33])=[N:16]1. The reactants are ClC1C(Cl)=CC=CC=1NC([O:12][CH2:13][CH2:14][N:15]1[C:19]([NH:20][C:21]([NH:23][C:24]2[CH:29]=[CH:28][CH:27]=[C:26]([Cl:30])[C:25]=2[Cl:31])=[O:22])=[CH:18][C:17]([C:32]([CH3:35])([CH3:34])[CH3:33])=[N:16]1)=O.[OH-].[Na+].Cl. The catalyst is CCO.CCOC(C)=O. The yield is 0.640. (6) The reactants are [CH3:1][CH:2]([CH3:16])[C@H:3]([NH2:15])[CH2:4][N:5]1[C:13]2[C:8](=[CH:9][CH:10]=[CH:11][CH:12]=2)[C:7]([CH3:14])=[CH:6]1.[CH3:17][C:18]1[CH:23]=[C:22]([CH3:24])[CH:21]=[C:20]([N+:25]([O-:27])=[O:26])[C:19]=1[S:28](Cl)(=[O:30])=[O:29].C(N(CC)CC)C. The catalyst is ClCCl. The product is [CH3:17][C:18]1[CH:23]=[C:22]([CH3:24])[CH:21]=[C:20]([N+:25]([O-:27])=[O:26])[C:19]=1[S:28]([NH:15][C@H:3]([CH2:4][N:5]1[C:13]2[C:8](=[CH:9][CH:10]=[CH:11][CH:12]=2)[C:7]([CH3:14])=[CH:6]1)[CH:2]([CH3:16])[CH3:1])(=[O:29])=[O:30]. The yield is 0.710.